From a dataset of Full USPTO retrosynthesis dataset with 1.9M reactions from patents (1976-2016). Predict the reactants needed to synthesize the given product. (1) Given the product [N+:1]([C:4]1[CH:9]=[CH:8][CH:7]=[C:6]([CH2:10][S:26]([CH:16]([CH3:21])[CH3:17])(=[O:29])=[O:27])[CH:5]=1)([O-:3])=[O:2], predict the reactants needed to synthesize it. The reactants are: [N+:1]([C:4]1[CH:9]=[CH:8][CH:7]=[C:6]([CH2:10]SC(C)C)[CH:5]=1)([O-:3])=[O:2].Cl[C:16]1[CH:21]=CC=C(C(OO)=O)[CH:17]=1.[S:26]([O-:29])(O)=[O:27].[Na+]. (2) Given the product [NH2:8][CH2:9][CH2:10][CH2:11][C@H:12]([NH:16][C:17]([C:19]1[C:20](=[O:33])[N:21]([CH2:25][C:26]2[CH:31]=[CH:30][CH:29]=[C:28]([I:32])[CH:27]=2)[CH:22]=[CH:23][CH:24]=1)=[O:18])[C:13]([OH:15])=[O:14].[C:34]([OH:40])([C:36]([F:39])([F:38])[F:37])=[O:35], predict the reactants needed to synthesize it. The reactants are: C(OC([NH:8][CH2:9][CH2:10][CH2:11][C@H:12]([NH:16][C:17]([C:19]1[C:20](=[O:33])[N:21]([CH2:25][C:26]2[CH:31]=[CH:30][CH:29]=[C:28]([I:32])[CH:27]=2)[CH:22]=[CH:23][CH:24]=1)=[O:18])[C:13]([OH:15])=[O:14])=O)(C)(C)C.[C:34]([OH:40])([C:36]([F:39])([F:38])[F:37])=[O:35]. (3) Given the product [Cl:1][C:2]1[CH:3]=[C:4]2[C:9](=[CH:10][C:11]=1[C:12]([N:69]1[CH2:70][CH2:71][CH2:72][CH2:73][CH:68]1[CH2:67][CH2:66][CH2:65][N:64]([CH3:74])[CH3:63])=[O:13])[N:8]=[CH:7][N:6]=[C:5]2[NH:15][CH:16]([C:18]1[NH:22][C:21]2[CH:23]=[CH:24][C:25]([Cl:27])=[CH:26][C:20]=2[N:19]=1)[CH3:17], predict the reactants needed to synthesize it. The reactants are: [Cl:1][C:2]1[CH:3]=[C:4]2[C:9](=[CH:10][C:11]=1[C:12](O)=[O:13])[N:8]=[CH:7][N:6]=[C:5]2[NH:15][CH:16]([C:18]1[NH:22][C:21]2[CH:23]=[CH:24][C:25]([Cl:27])=[CH:26][C:20]=2[N:19]=1)[CH3:17].FC1C(OC(N(C)C)=[N+](C)C)=C(F)C(F)=C(F)C=1F.F[P-](F)(F)(F)(F)F.C(N(C(C)C)CC)(C)C.[CH3:63][N:64]([CH3:74])[CH2:65][CH2:66][CH2:67][CH:68]1[CH2:73][CH2:72][CH2:71][CH2:70][NH:69]1.FC(F)(F)C(O)=O.